Dataset: Forward reaction prediction with 1.9M reactions from USPTO patents (1976-2016). Task: Predict the product of the given reaction. (1) Given the reactants [CH2:1]([C:8]1[O:12][N:11]=[C:10]([C:13]2[C:22](=[O:23])[C:21]3[CH2:20][N:19](C(OCC4C=CC=CC=4)=O)[CH2:18][CH2:17][C:16]=3[N:15]([CH2:34][C:35]3[CH:40]=[CH:39][C:38]([C:41]([F:44])([F:43])[F:42])=[CH:37][C:36]=3[F:45])[CH:14]=2)[N:9]=1)[C:2]1[CH:7]=[CH:6][CH:5]=[CH:4][CH:3]=1, predict the reaction product. The product is: [CH2:1]([C:8]1[O:12][N:11]=[C:10]([C:13]2[C:22](=[O:23])[C:21]3[CH2:20][NH:19][CH2:18][CH2:17][C:16]=3[N:15]([CH2:34][C:35]3[CH:40]=[CH:39][C:38]([C:41]([F:42])([F:44])[F:43])=[CH:37][C:36]=3[F:45])[CH:14]=2)[N:9]=1)[C:2]1[CH:7]=[CH:6][CH:5]=[CH:4][CH:3]=1. (2) Given the reactants [N:1]1([C:6]([C:8]2[CH:16]=[CH:15][C:11](C(O)=O)=CN=2)=O)[CH:5]=[CH:4][N:3]=[CH:2]1.C1N=CN([C:22](N2C=NC=C2)=[O:23])C=1.[Cl:29][C:30]1[CH:43]=[CH:42][C:33]([CH2:34][N:35]2[CH2:40][CH2:39][CH:38]([NH2:41])[CH2:37][CH2:36]2)=[CH:32][C:31]=1[O:44][CH2:45][CH3:46].C[N:48](C=O)C, predict the reaction product. The product is: [Cl:29][C:30]1[CH:43]=[CH:42][C:33]([CH2:34][N:35]2[CH2:40][CH2:39][CH:38]([NH:41][C:22](=[O:23])[C:15]3[CH:16]=[CH:8][C:6]([N:1]4[CH:5]=[CH:4][N:3]=[CH:2]4)=[N:48][CH:11]=3)[CH2:37][CH2:36]2)=[CH:32][C:31]=1[O:44][CH2:45][CH3:46]. (3) Given the reactants C([O:3][C:4](=O)[C:5]1[C:10]([N+:11]([O-:13])=[O:12])=[CH:9][CH:8]=[CH:7][C:6]=1[C:14](=O)[CH3:15])C.[CH3:18][NH2:19], predict the reaction product. The product is: [CH3:18][N:19]1[C:14](=[CH2:15])[C:6]2[C:5](=[C:10]([N+:11]([O-:13])=[O:12])[CH:9]=[CH:8][CH:7]=2)[C:4]1=[O:3]. (4) Given the reactants Br[C:2]1[CH:3]=[C:4]([NH:11][C:12](=[O:14])[CH3:13])[CH:5]=[C:6]([N+:8]([O-:10])=[O:9])[CH:7]=1.N#N.[B:17]1([B:17]2[O:21][C:20]([CH3:23])([CH3:22])[C:19]([CH3:25])([CH3:24])[O:18]2)[O:21][C:20]([CH3:23])([CH3:22])[C:19]([CH3:25])([CH3:24])[O:18]1.C([O-])(=O)C.[K+], predict the reaction product. The product is: [N+:8]([C:6]1[CH:5]=[C:4]([NH:11][C:12](=[O:14])[CH3:13])[CH:3]=[C:2]([B:17]2[O:21][C:20]([CH3:23])([CH3:22])[C:19]([CH3:25])([CH3:24])[O:18]2)[CH:7]=1)([O-:10])=[O:9].